From a dataset of NCI-60 drug combinations with 297,098 pairs across 59 cell lines. Regression. Given two drug SMILES strings and cell line genomic features, predict the synergy score measuring deviation from expected non-interaction effect. (1) Drug 1: CC1CC2CCC3C(=C)CC(O3)CCC45CC6C(O4)C7C(O6)C(O5)C8C(O7)CCC(O8)CC(=O)CC9C(CC(C1=C)O2)OC(C9OC)CC(CN)O.CS(=O)(=O)O. Drug 2: CC1C(C(CC(O1)OC2CC(CC3=C2C(=C4C(=C3O)C(=O)C5=C(C4=O)C(=CC=C5)OC)O)(C(=O)CO)O)N)O.Cl. Cell line: OVCAR-5. Synergy scores: CSS=37.5, Synergy_ZIP=-11.5, Synergy_Bliss=-9.70, Synergy_Loewe=-6.03, Synergy_HSA=-4.72. (2) Drug 1: CCC1=CC2CC(C3=C(CN(C2)C1)C4=CC=CC=C4N3)(C5=C(C=C6C(=C5)C78CCN9C7C(C=CC9)(C(C(C8N6C)(C(=O)OC)O)OC(=O)C)CC)OC)C(=O)OC.C(C(C(=O)O)O)(C(=O)O)O. Drug 2: CC1=C(N=C(N=C1N)C(CC(=O)N)NCC(C(=O)N)N)C(=O)NC(C(C2=CN=CN2)OC3C(C(C(C(O3)CO)O)O)OC4C(C(C(C(O4)CO)O)OC(=O)N)O)C(=O)NC(C)C(C(C)C(=O)NC(C(C)O)C(=O)NCCC5=NC(=CS5)C6=NC(=CS6)C(=O)NCCC[S+](C)C)O. Cell line: NCI-H226. Synergy scores: CSS=37.4, Synergy_ZIP=-7.63, Synergy_Bliss=-2.93, Synergy_Loewe=0.343, Synergy_HSA=1.05. (3) Drug 1: CC(C1=C(C=CC(=C1Cl)F)Cl)OC2=C(N=CC(=C2)C3=CN(N=C3)C4CCNCC4)N. Drug 2: CN(C)N=NC1=C(NC=N1)C(=O)N. Cell line: MALME-3M. Synergy scores: CSS=4.39, Synergy_ZIP=0.615, Synergy_Bliss=1.85, Synergy_Loewe=-4.51, Synergy_HSA=-1.02. (4) Drug 1: C1=CC(=C2C(=C1NCCNCCO)C(=O)C3=C(C=CC(=C3C2=O)O)O)NCCNCCO. Drug 2: B(C(CC(C)C)NC(=O)C(CC1=CC=CC=C1)NC(=O)C2=NC=CN=C2)(O)O. Cell line: SF-539. Synergy scores: CSS=27.7, Synergy_ZIP=-0.932, Synergy_Bliss=-1.49, Synergy_Loewe=-1.65, Synergy_HSA=-0.956. (5) Drug 1: CC1=CC2C(CCC3(C2CCC3(C(=O)C)OC(=O)C)C)C4(C1=CC(=O)CC4)C. Drug 2: B(C(CC(C)C)NC(=O)C(CC1=CC=CC=C1)NC(=O)C2=NC=CN=C2)(O)O. Cell line: BT-549. Synergy scores: CSS=0.227, Synergy_ZIP=-0.201, Synergy_Bliss=0.598, Synergy_Loewe=-9.72, Synergy_HSA=-1.77. (6) Drug 1: CC1=C(C(CCC1)(C)C)C=CC(=CC=CC(=CC(=O)O)C)C. Drug 2: COC1=C2C(=CC3=C1OC=C3)C=CC(=O)O2. Cell line: RXF 393. Synergy scores: CSS=-1.32, Synergy_ZIP=0.432, Synergy_Bliss=1.23, Synergy_Loewe=-2.00, Synergy_HSA=-1.41. (7) Drug 1: CC(C1=C(C=CC(=C1Cl)F)Cl)OC2=C(N=CC(=C2)C3=CN(N=C3)C4CCNCC4)N. Drug 2: C(CN)CNCCSP(=O)(O)O. Cell line: SK-MEL-5. Synergy scores: CSS=-11.1, Synergy_ZIP=3.23, Synergy_Bliss=-2.39, Synergy_Loewe=-7.83, Synergy_HSA=-7.87. (8) Drug 1: CCC1=CC2CC(C3=C(CN(C2)C1)C4=CC=CC=C4N3)(C5=C(C=C6C(=C5)C78CCN9C7C(C=CC9)(C(C(C8N6C)(C(=O)OC)O)OC(=O)C)CC)OC)C(=O)OC.C(C(C(=O)O)O)(C(=O)O)O. Drug 2: CCC1(C2=C(COC1=O)C(=O)N3CC4=CC5=C(C=CC(=C5CN(C)C)O)N=C4C3=C2)O.Cl. Cell line: HOP-92. Synergy scores: CSS=36.5, Synergy_ZIP=-13.4, Synergy_Bliss=-3.14, Synergy_Loewe=0.554, Synergy_HSA=1.68.